Task: Predict which catalyst facilitates the given reaction.. Dataset: Catalyst prediction with 721,799 reactions and 888 catalyst types from USPTO Reactant: C([Li])(C)(C)C.C1C[O:9][CH2:8]C1.[CH2:11]([O:13][CH:14]([O:26][CH2:27][CH3:28])[N:15]1[C:23]2[C:18](=[CH:19][CH:20]=[CH:21][CH:22]=2)[C:17]([C:24]#[N:25])=[CH:16]1)[CH3:12]. Product: [CH2:11]([O:13][CH:14]([O:26][CH2:27][CH3:28])[N:15]1[C:23]2[C:18](=[CH:19][CH:20]=[CH:21][CH:22]=2)[C:17]([C:24]#[N:25])=[C:16]1[CH:8]=[O:9])[CH3:12]. The catalyst class is: 3.